From a dataset of Full USPTO retrosynthesis dataset with 1.9M reactions from patents (1976-2016). Predict the reactants needed to synthesize the given product. (1) The reactants are: [CH2:1]([O:8][C:9]1[C:14](=[O:15])[N:13]=[C:12]([CH2:16][C:17]2[CH:22]=[CH:21][C:20]([Cl:23])=[CH:19][C:18]=2Br)[N:11]2[CH2:25][CH2:26][N:27]([CH:30]([CH3:32])[CH3:31])[C:28](=[O:29])[C:10]=12)[C:2]1[CH:7]=[CH:6][CH:5]=[CH:4][CH:3]=1.[F:33][C:34]1[CH:35]=[C:36](B(O)O)[CH:37]=[CH:38][CH:39]=1.C(=O)([O-])[O-].[K+].[K+].C1(P(C2CCCCC2)C2C=CC=CC=2C2C(OC)=CC=CC=2OC)CCCCC1. Given the product [CH2:1]([O:8][C:9]1[C:14](=[O:15])[N:13]=[C:12]([CH2:16][C:17]2[CH:22]=[CH:21][C:20]([Cl:23])=[CH:19][C:18]=2[C:38]2[CH:37]=[CH:36][CH:35]=[C:34]([F:33])[CH:39]=2)[N:11]2[CH2:25][CH2:26][N:27]([CH:30]([CH3:32])[CH3:31])[C:28](=[O:29])[C:10]=12)[C:2]1[CH:7]=[CH:6][CH:5]=[CH:4][CH:3]=1, predict the reactants needed to synthesize it. (2) Given the product [C:25]([N:21]1[C:20](=[O:29])[C:19]2[CH:30]=[CH:31][C:16]([C:14]#[C:13][C:4]3[CH:3]=[C:2]([Cl:1])[CH:12]=[CH:11][C:5]=3[O:6][CH2:7][C:8]([OH:10])=[O:9])=[CH:17][C:18]=2[S:22]1(=[O:23])=[O:24])([CH3:28])([CH3:26])[CH3:27], predict the reactants needed to synthesize it. The reactants are: [Cl:1][C:2]1[CH:12]=[CH:11][C:5]([O:6][CH2:7][C:8]([OH:10])=[O:9])=[C:4]([C:13]#[CH:14])[CH:3]=1.Br[C:16]1[CH:31]=[CH:30][C:19]2[C:20](=[O:29])[N:21]([C:25]([CH3:28])([CH3:27])[CH3:26])[S:22](=[O:24])(=[O:23])[C:18]=2[CH:17]=1.C(N(CC)CC)C.CCOC(C)=O. (3) Given the product [Cl:8][C:9]1[CH:10]=[C:11]2[C:19](=[C:20]([NH:22][C:23]([C@@H:25]3[CH2:30][O:29][C:28]([CH3:31])([CH3:32])[CH2:27][N:26]3[CH2:33][C@@H:34]([NH:36][C:40]([C:39]3[C:38]([CH3:37])=[N:46][CH:45]=[CH:44][CH:43]=3)=[O:41])[CH3:35])=[O:24])[CH:21]=1)[NH:18][C:17]1[CH:16]=[N:15][CH:14]=[CH:13][C:12]2=1, predict the reactants needed to synthesize it. The reactants are: FC(F)(F)C(O)=O.[Cl:8][C:9]1[CH:10]=[C:11]2[C:19](=[C:20]([NH:22][C:23]([C@@H:25]3[CH2:30][O:29][C:28]([CH3:32])([CH3:31])[CH2:27][N:26]3[CH2:33][C@@H:34]([NH2:36])[CH3:35])=[O:24])[CH:21]=1)[NH:18][C:17]1[CH:16]=[N:15][CH:14]=[CH:13][C:12]2=1.[CH3:37][C:38]1[N:46]=[CH:45][CH:44]=[CH:43][C:39]=1[C:40](O)=[O:41].C([O-])(=O)C.[NH4+]. (4) Given the product [CH:2]1([N:7]2[CH2:12][CH2:11][CH2:10][C:9]3([CH2:21][C:20](=[N:30][OH:31])[C:19]4[C:14](=[CH:15][CH:16]=[C:17](/[CH:23]=[CH:24]/[C:25]([NH:27][OH:28])=[O:26])[CH:18]=4)[O:13]3)[CH2:8]2)[CH2:3][CH2:4][CH2:5][CH2:6]1, predict the reactants needed to synthesize it. The reactants are: Cl.[CH:2]1([N:7]2[CH2:12][CH2:11][CH2:10][C:9]3([CH2:21][C:20](=O)[C:19]4[C:14](=[CH:15][CH:16]=[C:17](/[CH:23]=[CH:24]/[C:25]([NH:27][OH:28])=[O:26])[CH:18]=4)[O:13]3)[CH2:8]2)[CH2:6][CH2:5][CH2:4][CH2:3]1.Cl.[NH2:30][OH:31].N1C=CC=CC=1. (5) Given the product [Cl:1][C:2]1[CH:3]=[C:4]([OH:11])[C:5]([OH:10])=[C:6]([CH:9]=1)[CH:7]=[O:8], predict the reactants needed to synthesize it. The reactants are: [Cl:1][C:2]1[CH:3]=[C:4]([O:11]C)[C:5]([OH:10])=[C:6]([CH:9]=1)[CH:7]=[O:8].B(Br)(Br)Br. (6) Given the product [Cl:23][C:24]1[CH:29]=[C:28]([N+:30]([O-:32])=[O:31])[C:27]([CH3:33])=[CH:26][C:25]=1[O:20][CH2:19][CH2:18][CH2:17][Si:16]([CH3:22])([CH3:21])[CH3:15], predict the reactants needed to synthesize it. The reactants are: N(C(OC(C)C)=O)=NC(OC(C)C)=O.[CH3:15][Si:16]([CH3:22])([CH3:21])[CH2:17][CH2:18][CH2:19][OH:20].[Cl:23][C:24]1[CH:29]=[C:28]([N+:30]([O-:32])=[O:31])[C:27]([CH3:33])=[CH:26][C:25]=1O.C1(P(C2C=CC=CC=2)C2C=CC=CC=2)C=CC=CC=1.